From a dataset of Catalyst prediction with 721,799 reactions and 888 catalyst types from USPTO. Predict which catalyst facilitates the given reaction. (1) Reactant: [C:1]([Si:5]([O:8][C:9]1[CH:14]=[C:13]([O:15][CH2:16][CH3:17])[CH:12]=[CH:11][C:10]=1[F:18])([CH3:7])[CH3:6])([CH3:4])([CH3:3])[CH3:2].CN(C)CCN(C)CCN(C)C.C([Li])CCC.CCCCCC.C[O:43][B:44](OC)[O:45]C. Product: [Si:5]([O:8][C:9]1[C:10]([F:18])=[C:11]([B:44]([OH:45])[OH:43])[CH:12]=[C:13]([O:15][CH2:16][CH3:17])[CH:14]=1)([C:1]([CH3:4])([CH3:3])[CH3:2])([CH3:7])[CH3:6]. The catalyst class is: 1. (2) Reactant: Br[C:2]1[CH:7]=[CH:6][C:5]([S:8]([NH:11][C:12]2[CH:17]=[C:16]([N:18]3[CH2:23][CH2:22][NH:21][C:20]([CH3:25])([CH3:24])[C:19]3=[O:26])[CH:15]=[CH:14][C:13]=2[O:27][CH3:28])(=[O:10])=[O:9])=[CH:4][C:3]=1[F:29].[CH3:30][C:31]1[O:35][C:34](B(O)O)=[CH:33][CH:32]=1.C(=O)([O-])[O-].[Na+].[Na+].[ClH:45].CCOCC. Product: [ClH:45].[CH3:24][C:20]1([CH3:25])[NH:21][CH2:22][CH2:23][N:18]([C:16]2[CH:15]=[CH:14][C:13]([O:27][CH3:28])=[C:12]([NH:11][S:8]([C:5]3[CH:6]=[CH:7][C:2]([C:34]4[O:35][C:31]([CH3:30])=[CH:32][CH:33]=4)=[C:3]([F:29])[CH:4]=3)(=[O:10])=[O:9])[CH:17]=2)[C:19]1=[O:26]. The catalyst class is: 628. (3) Reactant: [H-].[Na+].[CH:3]1=[CH:4][CH2:5][CH:6]([OH:11])[CH2:7][CH2:8][CH2:9][CH2:10]1.Br[CH2:13][C:14]([OH:16])=[O:15]. Product: [CH:6]1([O:11][CH2:13][C:14]([OH:16])=[O:15])[CH2:7][CH2:8][CH2:9][CH:10]=[CH:3][CH2:4][CH2:5]1. The catalyst class is: 7. (4) Reactant: [Cl:1][CH2:2][C:3]1[CH:11]=[CH:10][C:6]([C:7](Cl)=[O:8])=[CH:5][CH:4]=1.[NH2:12][C:13]1[CH:18]=[C:17]([C:19]2[S:20][CH:21]=[CH:22][CH:23]=2)[CH:16]=[CH:15][C:14]=1[NH:24][C:25](=[O:31])[O:26][C:27]([CH3:30])([CH3:29])[CH3:28].CCN(C(C)C)C(C)C.C([O-])(O)=O.[Na+]. Product: [Cl:1][CH2:2][C:3]1[CH:11]=[CH:10][C:6]([C:7]([NH:12][C:13]2[CH:18]=[C:17]([C:19]3[S:20][CH:21]=[CH:22][CH:23]=3)[CH:16]=[CH:15][C:14]=2[NH:24][C:25](=[O:31])[O:26][C:27]([CH3:29])([CH3:28])[CH3:30])=[O:8])=[CH:5][CH:4]=1. The catalyst class is: 1. (5) Reactant: C(OC([N:8]1[CH2:13][CH2:12][N:11]([CH2:14][CH2:15][C:16]2[C:24]3[C:19](=[CH:20][CH:21]=[CH:22][CH:23]=3)[NH:18][C:17]=2[CH3:25])[CH:10]([C:26]2[CH:31]=[CH:30][C:29](/[CH:32]=[CH:33]/[C:34](=[O:37])[NH:35][OH:36])=[CH:28][CH:27]=2)[CH2:9]1)=O)(C)(C)C.Cl. Product: [OH:36][NH:35][C:34](=[O:37])/[CH:33]=[CH:32]/[C:29]1[CH:28]=[CH:27][C:26]([CH:10]2[CH2:9][NH:8][CH2:13][CH2:12][N:11]2[CH2:14][CH2:15][C:16]2[C:24]3[C:19](=[CH:20][CH:21]=[CH:22][CH:23]=3)[NH:18][C:17]=2[CH3:25])=[CH:31][CH:30]=1. The catalyst class is: 12. (6) Reactant: [CH2:1]([O:8][C:9]1[CH:10]=[C:11]([CH:27]=[C:28]([O:38][CH2:39][C:40]2[CH:45]=[CH:44][CH:43]=[CH:42][CH:41]=2)[C:29]=1[O:30][CH2:31][C:32]1[CH:37]=[CH:36][CH:35]=[CH:34][CH:33]=1)[C:12]([O:14][C:15]1[CH:20]=[CH:19][CH:18]=[C:17]([C:21]([O:23]CC=C)=[O:22])[CH:16]=1)=[O:13])[C:2]1[CH:7]=[CH:6][CH:5]=[CH:4][CH:3]=1.C1([SiH3])C=CC=CC=1.O. Product: [CH2:1]([O:8][C:9]1[CH:10]=[C:11]([CH:27]=[C:28]([O:38][CH2:39][C:40]2[CH:45]=[CH:44][CH:43]=[CH:42][CH:41]=2)[C:29]=1[O:30][CH2:31][C:32]1[CH:33]=[CH:34][CH:35]=[CH:36][CH:37]=1)[C:12]([O:14][C:15]1[CH:16]=[C:17]([CH:18]=[CH:19][CH:20]=1)[C:21]([OH:23])=[O:22])=[O:13])[C:2]1[CH:7]=[CH:6][CH:5]=[CH:4][CH:3]=1. The catalyst class is: 532. (7) Reactant: [C:1]([C:4]1[O:8][C:7]([C:9]2[C:17]3[C:12](=[CH:13][CH:14]=[CH:15][CH:16]=3)[NH:11][N:10]=2)=[CH:6][CH:5]=1)([OH:3])=[O:2].S(=O)(=O)(O)O.O.[C:24]1(C)C=CC=C[CH:25]=1. Product: [CH2:24]([O:2][C:1]([C:4]1[O:8][C:7]([C:9]2[C:17]3[C:12](=[CH:13][CH:14]=[CH:15][CH:16]=3)[NH:11][N:10]=2)=[CH:6][CH:5]=1)=[O:3])[CH3:25]. The catalyst class is: 8. (8) Reactant: [F:1][C:2]1[CH:7]=[CH:6][C:5]([C:8]2[CH:13](O)[CH2:12][N:11]([C:15]([O:17][C:18]([CH3:21])([CH3:20])[CH3:19])=[O:16])[CH2:10][CH:9]=2)=[CH:4][CH:3]=1.C1(P(C2C=CC=CC=2)C2C=CC=CC=2)C=CC=CC=1.[C:41]1(=[O:51])[NH:45][C:44](=[O:46])[C:43]2=[CH:47][CH:48]=[CH:49][CH:50]=[C:42]12.N(C(OC(C)C)=O)=NC(OC(C)C)=O. Product: [O:46]=[C:44]1[C:43]2[C:42](=[CH:50][CH:49]=[CH:48][CH:47]=2)[C:41](=[O:51])[N:45]1[CH:13]1[CH2:12][N:11]([C:15]([O:17][C:18]([CH3:21])([CH3:20])[CH3:19])=[O:16])[CH2:10][CH:9]=[C:8]1[C:5]1[CH:6]=[CH:7][C:2]([F:1])=[CH:3][CH:4]=1. The catalyst class is: 7.